From a dataset of Forward reaction prediction with 1.9M reactions from USPTO patents (1976-2016). Predict the product of the given reaction. (1) Given the reactants [C@H:1]1([NH:10][C:11]2[CH:20]=[CH:19][C:18]3[C:13](=[CH:14][CH:15]=[C:16]([C:21]#[N:22])[CH:17]=3)[N:12]=2)[C:9]2[C:4](=[CH:5][CH:6]=[CH:7][CH:8]=2)[CH2:3][CH2:2]1.Cl.[NH2:24][OH:25].C(=O)([O-])[O-].[Na+].[Na+], predict the reaction product. The product is: [OH:25][NH:24][C:21]([C:16]1[CH:17]=[C:18]2[C:13](=[CH:14][CH:15]=1)[N:12]=[C:11]([NH:10][C@H:1]1[C:9]3[C:4](=[CH:5][CH:6]=[CH:7][CH:8]=3)[CH2:3][CH2:2]1)[CH:20]=[CH:19]2)=[NH:22]. (2) Given the reactants [NH2:1][C:2]1[S:3][C:4]([C:17]2[CH:22]=[CH:21][CH:20]=[C:19]([F:23])[CH:18]=2)=[C:5]([C:7]([N:9]2[CH2:14][C@H:13]3[C@H:11]([CH2:12]3)[C@H:10]2[CH2:15][NH2:16])=[O:8])[N:6]=1.[S:24]1[CH:28]=[CH:27][N:26]2[C:29]([C:32](O)=[O:33])=[CH:30][N:31]=[C:25]12, predict the reaction product. The product is: [NH2:1][C:2]1[S:3][C:4]([C:17]2[CH:22]=[CH:21][CH:20]=[C:19]([F:23])[CH:18]=2)=[C:5]([C:7]([N:9]2[CH2:14][C@H:13]3[C@H:11]([CH2:12]3)[C@H:10]2[CH2:15][NH:16][C:32]([C:29]2[N:26]3[C:25]([S:24][CH:28]=[CH:27]3)=[N:31][CH:30]=2)=[O:33])=[O:8])[N:6]=1. (3) The product is: [Cl:1][C:2]1[CH:3]=[C:4]([N:5]=[C:15]=[S:16])[CH:6]=[CH:7][C:8]=1[C:9]1[N:10]=[N:11][CH:12]=[CH:13][CH:14]=1. Given the reactants [Cl:1][C:2]1[CH:3]=[C:4]([CH:6]=[CH:7][C:8]=1[C:9]1[N:10]=[N:11][CH:12]=[CH:13][CH:14]=1)[NH2:5].[C:15](N1C=CN=C1)(N1C=CN=C1)=[S:16], predict the reaction product.